This data is from Reaction yield outcomes from USPTO patents with 853,638 reactions. The task is: Predict the reaction yield, written as a fraction of the theoretical maximum amount of product (1.0 means a 100% yield; for example, 0.34 means a 34% yield). The reactants are [CH3:1][S:2][C:3](=[C:6]([C:9]#[N:10])[C:7]#[N:8])[S:4][CH3:5].C([CH:13](S)[C:14]([O-])=[O:15])C.[CH3:18][OH:19]. No catalyst specified. The product is [NH2:8][C:7]1[C:6]([C:9]#[N:10])=[C:3]([S:4][CH3:5])[S:2][C:1]=1[C:18]([O:15][CH2:14][CH3:13])=[O:19]. The yield is 0.990.